Dataset: Full USPTO retrosynthesis dataset with 1.9M reactions from patents (1976-2016). Task: Predict the reactants needed to synthesize the given product. (1) The reactants are: [OH-].[Na+].C([O:5][C:6]([C:8]1[CH:13]=[CH:12][C:11]([NH:14][C:15]([C:17]2[CH:22]=[C:21]([N+:23]([O-:25])=[O:24])[CH:20]=[CH:19][C:18]=2[Cl:26])=[O:16])=[CH:10][CH:9]=1)=[O:7])C. Given the product [Cl:26][C:18]1[CH:19]=[CH:20][C:21]([N+:23]([O-:25])=[O:24])=[CH:22][C:17]=1[C:15]([NH:14][C:11]1[CH:12]=[CH:13][C:8]([C:6]([OH:7])=[O:5])=[CH:9][CH:10]=1)=[O:16], predict the reactants needed to synthesize it. (2) The reactants are: Br[CH:2]([C:33]([F:36])([F:35])[F:34])[CH2:3][N:4]([C:8]1[C:9]([NH2:32])=[N:10][C:11]([C:14]2[CH:18]=[C:17]([C:19]3[CH:23]=[CH:22][O:21][N:20]=3)[N:16]([CH2:24][C:25]3[CH:30]=[CH:29][CH:28]=[CH:27][C:26]=3[F:31])[N:15]=2)=[N:12][CH:13]=1)[C:5](=[O:7])[O-:6].[Li+].C[Si]([N-][Si](C)(C)C)(C)C.CO. Given the product [NH2:32][C:9]1[C:8]([N:4]2[CH2:3][CH:2]([C:33]([F:36])([F:35])[F:34])[O:6][C:5]2=[O:7])=[CH:13][N:12]=[C:11]([C:14]2[CH:18]=[C:17]([C:19]3[CH:23]=[CH:22][O:21][N:20]=3)[N:16]([CH2:24][C:25]3[CH:30]=[CH:29][CH:28]=[CH:27][C:26]=3[F:31])[N:15]=2)[N:10]=1, predict the reactants needed to synthesize it. (3) Given the product [C:10]([C:12]1[C:13]([OH:14])=[N:15][CH:8]=[C:6]([OH:7])[C:5]=1[CH3:4])#[N:11], predict the reactants needed to synthesize it. The reactants are: C(O[C:4](=O)[CH2:5][C:6]([CH3:8])=[O:7])C.[C:10]([CH2:12][C:13]([NH2:15])=[O:14])#[N:11].P(Cl)(Cl)(Cl)=O. (4) Given the product [F:20][C:21]1[CH:22]=[C:23]([C@H:29]([NH:30][C:17]([C:10]2[CH:9]=[C:8]3[C:13]([CH:14]=[N:15][C:6]([NH:5][CH2:4][CH:1]4[CH2:2][CH2:3]4)=[N:7]3)=[C:12]([F:16])[CH:11]=2)=[O:19])[C:31]2[CH:32]=[N:33][N:34]([CH3:36])[CH:35]=2)[CH:24]=[CH:25][C:26]=1[O:27][CH3:28], predict the reactants needed to synthesize it. The reactants are: [CH:1]1([CH2:4][NH:5][C:6]2[N:15]=[CH:14][C:13]3[C:8](=[CH:9][C:10]([C:17]([OH:19])=O)=[CH:11][C:12]=3[F:16])[N:7]=2)[CH2:3][CH2:2]1.[F:20][C:21]1[CH:22]=[C:23]([C@@H:29]([C:31]2[CH:32]=[N:33][N:34]([CH3:36])[CH:35]=2)[NH2:30])[CH:24]=[CH:25][C:26]=1[O:27][CH3:28]. (5) Given the product [CH:1]1([C:6]([C:8]2[CH:27]=[CH:26][C:11]([O:12][CH2:13][CH2:14][CH2:15][CH2:16][O:17][C:18]3[CH:25]=[CH:24][C:21]([C:22]4[N:34]=[N:35][NH:36][N:23]=4)=[CH:20][CH:19]=3)=[C:10]([CH3:28])[C:9]=2[OH:29])=[O:7])[CH2:5][CH2:4][CH2:3][CH2:2]1, predict the reactants needed to synthesize it. The reactants are: [CH:1]1([C:6]([C:8]2[CH:27]=[CH:26][C:11]([O:12][CH2:13][CH2:14][CH2:15][CH2:16][O:17][C:18]3[CH:25]=[CH:24][C:21]([C:22]#[N:23])=[CH:20][CH:19]=3)=[C:10]([CH3:28])[C:9]=2[OH:29])=[O:7])[CH2:5][CH2:4][CH2:3][CH2:2]1.C[Si]([N:34]=[N+:35]=[N-:36])(C)C.C([Sn](=O)CCCC)CCC. (6) Given the product [Cl:8][C:6]1[CH:5]=[C:4]([S:9][C:10]2[N:11]([CH:25]([CH3:27])[CH3:26])[C:12](=[O:24])[N:13]([CH3:23])[C:14]=2[CH2:15][CH2:16][C:17]2[CH:18]=[CH:19][CH:20]=[CH:21][CH:22]=2)[CH:3]=[C:2]([Cl:1])[CH:7]=1, predict the reactants needed to synthesize it. The reactants are: [Cl:1][C:2]1[CH:3]=[C:4]([S:9][C:10]2[N:11]([CH:25]([CH3:27])[CH3:26])[C:12](=[O:24])[N:13]([CH3:23])[C:14]=2[CH:15]=[CH:16][C:17]2[CH:22]=[CH:21][CH:20]=[CH:19][CH:18]=2)[CH:5]=[C:6]([Cl:8])[CH:7]=1. (7) Given the product [O:34]=[C:30]1[NH:31][CH2:32][CH2:33][N:28]([CH2:27][C:8]2[C:9]([C:21]3[CH:26]=[CH:25][CH:24]=[CH:23][CH:22]=3)=[N:10][C:11]3[CH:12]=[C:13]4[O:20][CH2:19][CH2:18][O:17][C:14]4=[CH:15][C:16]=3[C:7]=2[C:5]([OH:6])=[O:4])[CH2:29]1, predict the reactants needed to synthesize it. The reactants are: [OH-].[K+].C[O:4][C:5]([C:7]1[C:16]2[CH:15]=[C:14]3[O:17][CH2:18][CH2:19][O:20][C:13]3=[CH:12][C:11]=2[N:10]=[C:9]([C:21]2[CH:26]=[CH:25][CH:24]=[CH:23][CH:22]=2)[C:8]=1[CH2:27][N:28]1[CH2:33][CH2:32][NH:31][C:30](=[O:34])[CH2:29]1)=[O:6].C(O)(=O)CC(CC(O)=O)(C(O)=O)O. (8) Given the product [N+:36]([C:33]1[CH:34]=[CH:35][C:30]([O:1][C:2]2[CH:14]=[C:13]3[C:5]([C:6]4[CH:7]=[CH:8][C:9]([NH:15][C:16](=[O:22])[O:17][C:18]([CH3:19])([CH3:21])[CH3:20])=[CH:10][C:11]=4[NH:12]3)=[CH:4][CH:3]=2)=[CH:31][CH:32]=1)([O-:38])=[O:37], predict the reactants needed to synthesize it. The reactants are: [OH:1][C:2]1[CH:14]=[C:13]2[C:5]([C:6]3[CH:7]=[CH:8][C:9]([NH:15][C:16](=[O:22])[O:17][C:18]([CH3:21])([CH3:20])[CH3:19])=[CH:10][C:11]=3[NH:12]2)=[CH:4][CH:3]=1.C(=O)([O-])[O-].[K+].[K+].F[C:30]1[CH:35]=[CH:34][C:33]([N+:36]([O-:38])=[O:37])=[CH:32][CH:31]=1. (9) Given the product [ClH:18].[F:12][C:4]1[CH:3]=[C:2]([NH:1][NH2:13])[CH:7]=[CH:6][C:5]=1[S:8]([NH2:11])(=[O:9])=[O:10], predict the reactants needed to synthesize it. The reactants are: [NH2:1][C:2]1[CH:7]=[CH:6][C:5]([S:8]([NH2:11])(=[O:10])=[O:9])=[C:4]([F:12])[CH:3]=1.[N:13]([O-])=O.[Na+].[Sn](Cl)(Cl)(Cl)[Cl:18].[OH-].[Na+].